From a dataset of Reaction yield outcomes from USPTO patents with 853,638 reactions. Predict the reaction yield, written as a fraction of the theoretical maximum amount of product (1.0 means a 100% yield; for example, 0.34 means a 34% yield). The reactants are [F:1][C:2]([F:31])([F:30])[C:3]([CH3:29])([CH3:28])[CH2:4][N:5]1[CH2:10][CH2:9][CH:8]([CH2:11][NH:12][C:13]2[CH:18]=[CH:17][C:16]([C:19]3[CH:24]=[CH:23][C:22]([C:25]([OH:27])=O)=[CH:21][CH:20]=3)=[CH:15][CH:14]=2)[CH2:7][CH2:6]1.CCN=C=NCCCN(C)C.C1C=CC2N(O)N=NC=2C=1.CCN(C(C)C)C(C)C.[NH:62]1[CH2:66][CH2:65][C@H:64]([OH:67])[CH2:63]1. The catalyst is CN(C=O)C.O. The product is [OH:67][C@H:64]1[CH2:65][CH2:66][N:62]([C:25]([C:22]2[CH:23]=[CH:24][C:19]([C:16]3[CH:15]=[CH:14][C:13]([NH:12][CH2:11][CH:8]4[CH2:9][CH2:10][N:5]([CH2:4][C:3]([CH3:28])([CH3:29])[C:2]([F:1])([F:30])[F:31])[CH2:6][CH2:7]4)=[CH:18][CH:17]=3)=[CH:20][CH:21]=2)=[O:27])[CH2:63]1. The yield is 0.670.